Task: Predict the reactants needed to synthesize the given product.. Dataset: Full USPTO retrosynthesis dataset with 1.9M reactions from patents (1976-2016) (1) Given the product [CH3:19][CH2:18][CH2:17][CH2:16][C:15]([N:7]([C@H:8]([C:12]([OH:14])=[O:13])[CH:9]([CH3:11])[CH3:10])[CH2:6][C:5]1[CH:4]=[CH:3][C:2]([C:33]2[CH:32]=[CH:31][CH:30]=[CH:29][C:28]=2[C:27]2[NH:23][N:24]=[N:25][N:26]=2)=[CH:22][CH:21]=1)=[O:20], predict the reactants needed to synthesize it. The reactants are: Br[C:2]1[CH:22]=[CH:21][C:5]([CH2:6][N:7]([C:15](=[O:20])[CH2:16][CH2:17][CH2:18][CH3:19])[C@H:8]([C:12]([OH:14])=[O:13])[CH:9]([CH3:11])[CH3:10])=[CH:4][CH:3]=1.[NH:23]1[C:27]([C:28]2[CH:33]=[CH:32][CH:31]=[CH:30][C:29]=2B(O)O)=[N:26][N:25]=[N:24]1.C[O-].[Na+]. (2) Given the product [CH2:33]([O:32][C:30]([N:21]([CH2:22][CH2:23][C:24]1[CH:29]=[CH:28][CH:27]=[CH:26][CH:25]=1)[CH2:20][CH2:19][CH2:18][S:17][C:9]1[N:8]([CH2:7][C:6]([OH:37])=[O:5])[C:12]2[CH:13]=[CH:14][CH:15]=[CH:16][C:11]=2[N:10]=1)=[O:31])[CH2:34][CH2:35][CH3:36], predict the reactants needed to synthesize it. The reactants are: C([O:5][C:6](=[O:37])[CH2:7][N:8]1[C:12]2[CH:13]=[CH:14][CH:15]=[CH:16][C:11]=2[N:10]=[C:9]1[S:17][CH2:18][CH2:19][CH2:20][N:21]([C:30]([O:32][CH2:33][CH2:34][CH2:35][CH3:36])=[O:31])[CH2:22][CH2:23][C:24]1[CH:29]=[CH:28][CH:27]=[CH:26][CH:25]=1)(C)(C)C. (3) The reactants are: [CH2:1]([O:3][C:4]1[CH:9]=[CH:8][CH:7]=[CH:6][C:5]=1[C:10]1(O)[C:18]2[C:13](=[CH:14][CH:15]=[C:16]([O:19][CH3:20])[CH:17]=2)[NH:12][C:11]1=[O:21])[CH3:2].N1C=CC=CC=1.O=S(Cl)[Cl:31]. Given the product [Cl:31][C:10]1([C:5]2[CH:6]=[CH:7][CH:8]=[CH:9][C:4]=2[O:3][CH2:1][CH3:2])[C:18]2[C:13](=[CH:14][CH:15]=[C:16]([O:19][CH3:20])[CH:17]=2)[NH:12][C:11]1=[O:21], predict the reactants needed to synthesize it. (4) Given the product [CH3:13][O:12][C:9]1[CH:10]=[C:11]2[C:6](=[CH:7][CH:8]=1)[N:5]=[CH:4][C:3]([C:14]([O:16][CH2:17][CH3:18])=[O:15])=[CH:2]2, predict the reactants needed to synthesize it. The reactants are: Cl[C:2]1[C:11]2[C:6](=[CH:7][CH:8]=[C:9]([O:12][CH3:13])[CH:10]=2)[N:5]=[CH:4][C:3]=1[C:14]([O:16][CH2:17][CH3:18])=[O:15].N#N. (5) Given the product [C:28]([O:32][C:33]([N:35]([CH2:39][C:40]1[N:44]([C:45]2[CH:46]=[CH:47][C:48]([Cl:51])=[CH:49][CH:50]=2)[C:43]([C:52]2[CH:57]=[CH:56][C:55]([Cl:19])=[CH:54][C:53]=2[Cl:58])=[N:42][C:41]=1[C:59]([OH:61])=[O:60])[CH:36]([CH3:38])[CH3:37])=[O:34])([CH3:30])([CH3:31])[CH3:29], predict the reactants needed to synthesize it. The reactants are: C(OC(C1N=C(C2C=CC(Cl)=CC=2Cl)N(C2C=CC([Cl:19])=CC=2)C=1C=O)=O)C.[C:28]([O:32][C:33]([N:35]([CH2:39][C:40]1[N:44]([C:45]2[CH:50]=[CH:49][C:48]([Cl:51])=[CH:47][CH:46]=2)[C:43]([C:52]2[CH:57]=[CH:56][CH:55]=[CH:54][C:53]=2[Cl:58])=[N:42][C:41]=1[C:59]([OH:61])=[O:60])[CH:36]([CH3:38])[CH3:37])=[O:34])([CH3:31])([CH3:30])[CH3:29].C(OC(C1N=C(C2C=CC=CC=2Cl)N(C2C=CC(Cl)=CC=2)C=1C=O)=O)C.C(OC(C1N=C(C2C=CC(Cl)=CC=2)N(C2C=CC=CC=2Cl)C=1C=COC)=O)C. (6) Given the product [Br:1][C:2]1[CH:10]=[CH:9][CH:8]=[C:7]2[C:3]=1[C:4]1([C:36]3[C:27](=[CH:28][C:29]4[O:34][CH2:33][CH2:32][O:31][C:30]=4[CH:35]=3)[O:26][CH2:25]1)[C:5](=[O:24])[NH:6]2, predict the reactants needed to synthesize it. The reactants are: [Br:1][C:2]1[CH:10]=[CH:9][CH:8]=[C:7]2[C:3]=1[C:4]1([C:36]3[C:27](=[CH:28][C:29]4[O:34][CH2:33][CH2:32][O:31][C:30]=4[CH:35]=3)[O:26][CH2:25]1)[C:5](=[O:24])[N:6]2C(C1C=CC=CC=1)C1C=CC=CC=1.C([SiH](CC)CC)C.FC(F)(F)C(O)=O. (7) Given the product [F:1][C:2]1[CH:9]=[C:8]([O:10][CH3:11])[CH:7]=[CH:6][C:3]=1[CH:4]1[O:14][CH2:13][CH2:12][O:5]1, predict the reactants needed to synthesize it. The reactants are: [F:1][C:2]1[CH:9]=[C:8]([O:10][CH3:11])[CH:7]=[CH:6][C:3]=1[CH:4]=[O:5].[CH2:12](O)[CH2:13][OH:14].O.C1(C)C=CC(S(O)(=O)=O)=CC=1. (8) Given the product [C:1]([C:4]1[CH:12]=[CH:11][C:7]([C:8]([Cl:17])=[O:9])=[C:6]([CH3:13])[CH:5]=1)(=[O:3])[CH3:2], predict the reactants needed to synthesize it. The reactants are: [C:1]([C:4]1[CH:12]=[CH:11][C:7]([C:8](O)=[O:9])=[C:6]([CH3:13])[CH:5]=1)(=[O:3])[CH3:2].C(Cl)(=O)C([Cl:17])=O. (9) Given the product [NH2:1][C:2]1[N:7]=[CH:6][N:5]=[C:4]2[N:8]([CH2:12][C@H:13]3[CH2:17][CH2:16][CH2:15][N:14]3[C:18]([O:20][C:21]([CH3:24])([CH3:23])[CH3:22])=[O:19])[N:9]=[C:10]([C:32]3[CH:31]=[CH:30][C:29]([O:28][C:27]4[C:44]([F:48])=[CH:45][CH:46]=[CH:47][C:26]=4[F:25])=[CH:34][CH:33]=3)[C:3]=12, predict the reactants needed to synthesize it. The reactants are: [NH2:1][C:2]1[N:7]=[CH:6][N:5]=[C:4]2[N:8]([CH2:12][C@H:13]3[CH2:17][CH2:16][CH2:15][N:14]3[C:18]([O:20][C:21]([CH3:24])([CH3:23])[CH3:22])=[O:19])[N:9]=[C:10](I)[C:3]=12.[F:25][C:26]1[CH:47]=[CH:46][CH:45]=[C:44]([F:48])[C:27]=1[O:28][C:29]1[CH:34]=[CH:33][C:32](B2OC(C)(C)C(C)(C)O2)=[CH:31][CH:30]=1.C(=O)([O-])[O-].[Na+].[Na+]. (10) Given the product [CH:42]1([NH:47][C:27]([C:14]2[C:13]([C:11]3[C:10]([CH3:30])=[C:9]([F:31])[CH:8]=[C:7]([C:5]([NH:4][CH:1]4[CH2:2][CH2:3]4)=[O:6])[CH:12]=3)=[CH:18][CH:17]=[C:16]([C:19]([NH:21][CH2:22][C:23]([CH3:24])([CH3:25])[CH3:26])=[O:20])[CH:15]=2)=[O:29])[CH2:43][CH2:44][CH2:45][CH2:46]1, predict the reactants needed to synthesize it. The reactants are: [CH:1]1([NH:4][C:5]([C:7]2[CH:8]=[C:9]([F:31])[C:10]([CH3:30])=[C:11]([C:13]3[C:14]([C:27]([OH:29])=O)=[CH:15][C:16]([C:19]([NH:21][CH2:22][C:23]([CH3:26])([CH3:25])[CH3:24])=[O:20])=[CH:17][CH:18]=3)[CH:12]=2)=[O:6])[CH2:3][CH2:2]1.CN(C(ON1N=[N:47][C:42]2[CH:43]=[CH:44][CH:45]=[CH:46]C1=2)=[N+](C)C)C.F[P-](F)(F)(F)(F)F.CCN(CC)CC.C1(N)CCCC1.